This data is from Forward reaction prediction with 1.9M reactions from USPTO patents (1976-2016). The task is: Predict the product of the given reaction. (1) Given the reactants [Cl:1][C:2]1[C:14]([Cl:15])=[CH:13][CH:12]=[C:11]2[C:3]=1[C:4]1[CH2:5][CH2:6][CH2:7][C:8](=[O:23])[C:9]=1[N:10]2C(OC(C)(C)C)=O.C(O)(C(F)(F)F)=O.C([O-])(O)=O.[Na+], predict the reaction product. The product is: [Cl:1][C:2]1[C:14]([Cl:15])=[CH:13][CH:12]=[C:11]2[C:3]=1[C:4]1[CH2:5][CH2:6][CH2:7][C:8](=[O:23])[C:9]=1[NH:10]2. (2) Given the reactants [CH2:1]([O:8][C:9]1[CH:22]=[CH:21][C:12]2[S:13][C:14]([C:17]([O:19]C)=O)=[C:15](Cl)[C:11]=2[CH:10]=1)[C:2]1[CH:7]=[CH:6][CH:5]=[CH:4][CH:3]=1.[NH2:23][CH2:24][CH2:25][SH:26].Cl.C1CCN2C(=NCCC2)CC1, predict the reaction product. The product is: [CH2:1]([O:8][C:9]1[CH:22]=[CH:21][C:12]2[S:13][C:14]3[C:17](=[O:19])[NH:23][CH2:24][CH2:25][S:26][C:15]=3[C:11]=2[CH:10]=1)[C:2]1[CH:3]=[CH:4][CH:5]=[CH:6][CH:7]=1.